This data is from Full USPTO retrosynthesis dataset with 1.9M reactions from patents (1976-2016). The task is: Predict the reactants needed to synthesize the given product. (1) Given the product [CH3:16][N:17]([CH3:18])[C:2]1[CH:11]=[C:10]([CH3:12])[C:9]2[C:4](=[CH:5][CH:6]=[C:7]([N+:13]([O-:15])=[O:14])[CH:8]=2)[N:3]=1, predict the reactants needed to synthesize it. The reactants are: Cl[C:2]1[CH:11]=[C:10]([CH3:12])[C:9]2[C:4](=[CH:5][CH:6]=[C:7]([N+:13]([O-:15])=[O:14])[CH:8]=2)[N:3]=1.[CH3:16][NH:17][CH3:18].CO. (2) Given the product [Cl:29][C:27]1[CH:28]=[C:23]([CH:24]=[C:25]([O:30][C:31]2[CH:32]=[CH:33][C:34]([C:37]([F:38])([F:39])[F:40])=[CH:35][C:36]=2[C:5]2[CH:6]=[N:1][CH:2]=[N:3][CH:4]=2)[CH:26]=1)[O:22][C:19]1[CH:20]=[CH:21][C:16]([CH2:15][CH2:14][C:13]([OH:43])=[O:12])=[C:17]([CH3:42])[CH:18]=1, predict the reactants needed to synthesize it. The reactants are: [N:1]1[CH:6]=[C:5](B(O)O)[CH:4]=[N:3][CH:2]=1.C([O:12][C:13](=[O:43])[CH2:14][CH2:15][C:16]1[CH:21]=[CH:20][C:19]([O:22][C:23]2[CH:28]=[C:27]([Cl:29])[CH:26]=[C:25]([O:30][C:31]3[CH:36]=[CH:35][C:34]([C:37]([F:40])([F:39])[F:38])=[CH:33][C:32]=3Br)[CH:24]=2)=[CH:18][C:17]=1[CH3:42])C.